Dataset: NCI-60 drug combinations with 297,098 pairs across 59 cell lines. Task: Regression. Given two drug SMILES strings and cell line genomic features, predict the synergy score measuring deviation from expected non-interaction effect. (1) Synergy scores: CSS=3.12, Synergy_ZIP=0.841, Synergy_Bliss=3.89, Synergy_Loewe=-0.314, Synergy_HSA=-0.0121. Drug 2: CC12CCC3C(C1CCC2O)C(CC4=C3C=CC(=C4)O)CCCCCCCCCS(=O)CCCC(C(F)(F)F)(F)F. Drug 1: C1=CC=C(C=C1)NC(=O)CCCCCCC(=O)NO. Cell line: U251. (2) Drug 1: C1=CC(=CC=C1CC(C(=O)O)N)N(CCCl)CCCl.Cl. Drug 2: C1CNP(=O)(OC1)N(CCCl)CCCl. Cell line: 786-0. Synergy scores: CSS=10.7, Synergy_ZIP=-4.28, Synergy_Bliss=0.385, Synergy_Loewe=-19.3, Synergy_HSA=-2.23. (3) Drug 1: C1=CC(=CC=C1C#N)C(C2=CC=C(C=C2)C#N)N3C=NC=N3. Drug 2: C1CN1P(=S)(N2CC2)N3CC3. Cell line: SN12C. Synergy scores: CSS=27.6, Synergy_ZIP=-6.66, Synergy_Bliss=1.11, Synergy_Loewe=-2.87, Synergy_HSA=-2.81. (4) Drug 1: CC1=C(C=C(C=C1)C(=O)NC2=CC(=CC(=C2)C(F)(F)F)N3C=C(N=C3)C)NC4=NC=CC(=N4)C5=CN=CC=C5. Drug 2: CC1CCCC2(C(O2)CC(NC(=O)CC(C(C(=O)C(C1O)C)(C)C)O)C(=CC3=CSC(=N3)C)C)C. Cell line: SR. Synergy scores: CSS=59.4, Synergy_ZIP=1.19, Synergy_Bliss=1.49, Synergy_Loewe=3.25, Synergy_HSA=1.96. (5) Drug 1: CC1OCC2C(O1)C(C(C(O2)OC3C4COC(=O)C4C(C5=CC6=C(C=C35)OCO6)C7=CC(=C(C(=C7)OC)O)OC)O)O. Drug 2: CC12CCC3C(C1CCC2O)C(CC4=C3C=CC(=C4)O)CCCCCCCCCS(=O)CCCC(C(F)(F)F)(F)F. Cell line: HOP-92. Synergy scores: CSS=33.9, Synergy_ZIP=-13.7, Synergy_Bliss=-10.2, Synergy_Loewe=-8.96, Synergy_HSA=-6.58. (6) Cell line: SN12C. Drug 1: COC1=C(C=C2C(=C1)N=CN=C2NC3=CC(=C(C=C3)F)Cl)OCCCN4CCOCC4. Drug 2: COC1=CC(=CC(=C1O)OC)C2C3C(COC3=O)C(C4=CC5=C(C=C24)OCO5)OC6C(C(C7C(O6)COC(O7)C8=CC=CS8)O)O. Synergy scores: CSS=50.4, Synergy_ZIP=-11.4, Synergy_Bliss=-1.25, Synergy_Loewe=2.43, Synergy_HSA=4.06. (7) Drug 1: CN(C)C(=N)N=C(N)N. Drug 2: CC(C)(C#N)C1=CC=C(C=C1)N2C3=C4C=C(C=CC4=NC=C3N(C2=O)C)C5=CC6=CC=CC=C6N=C5. Cell line: SK-OV-3. Synergy scores: CSS=57.9, Synergy_ZIP=8.49, Synergy_Bliss=6.99, Synergy_Loewe=-20.8, Synergy_HSA=8.79. (8) Drug 1: C(=O)(N)NO. Drug 2: CCCCC(=O)OCC(=O)C1(CC(C2=C(C1)C(=C3C(=C2O)C(=O)C4=C(C3=O)C=CC=C4OC)O)OC5CC(C(C(O5)C)O)NC(=O)C(F)(F)F)O. Cell line: NCIH23. Synergy scores: CSS=39.4, Synergy_ZIP=2.91, Synergy_Bliss=0.887, Synergy_Loewe=-25.6, Synergy_HSA=0.0535. (9) Drug 1: CN(C)C1=NC(=NC(=N1)N(C)C)N(C)C. Drug 2: CC1C(C(CC(O1)OC2CC(OC(C2O)C)OC3=CC4=CC5=C(C(=O)C(C(C5)C(C(=O)C(C(C)O)O)OC)OC6CC(C(C(O6)C)O)OC7CC(C(C(O7)C)O)OC8CC(C(C(O8)C)O)(C)O)C(=C4C(=C3C)O)O)O)O. Cell line: K-562. Synergy scores: CSS=-5.20, Synergy_ZIP=13.2, Synergy_Bliss=-5.03, Synergy_Loewe=-10.8, Synergy_HSA=-9.24.